Dataset: Reaction yield outcomes from USPTO patents with 853,638 reactions. Task: Predict the reaction yield, written as a fraction of the theoretical maximum amount of product (1.0 means a 100% yield; for example, 0.34 means a 34% yield). (1) The reactants are C([O-])([O-])=O.[K+].[K+].Cl.[N:8](=[CH:16][CH2:17]Cl)[CH2:9][CH2:10][CH2:11][CH2:12][CH2:13][CH2:14]Cl.[C:19]([O:27][CH2:28][CH2:29][CH2:30][C:31]1[CH:40]=[CH:39][C:34]2[NH:35][C:36](=[O:38])[S:37][C:33]=2[CH:32]=1)(=[O:26])[C:20]1[CH:25]=[CH:24][CH:23]=[CH:22][CH:21]=1.O. The catalyst is CN(C=O)C. The product is [C:19]([O:27][CH2:28][CH2:29][CH2:30][C:31]1[CH:40]=[CH:39][C:34]2[N:35]([CH2:17][CH2:16][N:8]3[CH2:14][CH2:13][CH2:12][CH2:11][CH2:10][CH2:9]3)[C:36](=[O:38])[S:37][C:33]=2[CH:32]=1)(=[O:26])[C:20]1[CH:21]=[CH:22][CH:23]=[CH:24][CH:25]=1. The yield is 0.900. (2) The reactants are Br[C:2]1[C:3]2[C:8]([CH:9]=[C:10]3[C:15]=1[CH:14]=[CH:13][CH:12]=[CH:11]3)=[CH:7][CH:6]=[CH:5][CH:4]=2.[C:16]1(B(O)O)[CH:21]=[CH:20][CH:19]=[CH:18][CH:17]=1.C(=O)([O-])[O-].[K+].[K+]. The catalyst is C([O-])(=O)C.[Pd+2].C([O-])(=O)C.COCCOC. The product is [C:16]1([C:2]2[C:3]3[C:8]([CH:9]=[C:10]4[C:15]=2[CH:14]=[CH:13][CH:12]=[CH:11]4)=[CH:7][CH:6]=[CH:5][CH:4]=3)[CH:21]=[CH:20][CH:19]=[CH:18][CH:17]=1. The yield is 0.850.